This data is from Forward reaction prediction with 1.9M reactions from USPTO patents (1976-2016). The task is: Predict the product of the given reaction. (1) The product is: [CH2:7]([O:14][C:15]1[CH:16]=[C:17]([CH:31]=[CH:32][CH:33]=1)[C:18]([NH:20][C:21]1[CH:26]=[CH:25][CH:24]=[CH:23][C:22]=1[S:27]([NH:28][C:34](=[O:44])[CH2:35][CH2:36][CH2:37][CH2:38][CH2:39][CH2:40][CH2:41][CH2:42][CH3:43])(=[O:29])=[O:30])=[O:19])[C:8]1[CH:9]=[CH:10][CH:11]=[CH:12][CH:13]=1. Given the reactants CC(C)([O-])C.[K+].[CH2:7]([O:14][C:15]1[CH:16]=[C:17]([CH:31]=[CH:32][CH:33]=1)[C:18]([NH:20][C:21]1[CH:26]=[CH:25][CH:24]=[CH:23][C:22]=1[S:27](=[O:30])(=[O:29])[NH2:28])=[O:19])[C:8]1[CH:13]=[CH:12][CH:11]=[CH:10][CH:9]=1.[C:34](Cl)(=[O:44])[CH2:35][CH2:36][CH2:37][CH2:38][CH2:39][CH2:40][CH2:41][CH2:42][CH3:43].[Cl-].[NH4+], predict the reaction product. (2) Given the reactants Br[CH2:2][C:3]1[CH:10]=[C:9]([Cl:11])[CH:8]=[C:7]([Cl:12])[C:4]=1[C:5]#[N:6].[C:13]([O:16][CH2:17][CH2:18][OH:19])(=[O:15])[CH3:14].[H-].[Na+].Cl, predict the reaction product. The product is: [C:13]([O:16][CH2:17][CH2:18][O:19][CH2:2][C:3]1[CH:10]=[C:9]([Cl:11])[CH:8]=[C:7]([Cl:12])[C:4]=1[C:5]#[N:6])(=[O:15])[CH3:14]. (3) Given the reactants [NH2:1][C:2]1[CH:7]=[C:6](Br)[N:5]=[C:4]([C:9]([O:11][CH3:12])=[O:10])[C:3]=1[Cl:13].[F:14][C:15]1[C:23]2[O:22][C:21]([C:24]3[CH:29]=[CH:28][CH:27]=[CH:26][CH:25]=3)=[N:20][C:19]=2[CH:18]=[CH:17][C:16]=1B(O)O.C([O-])([O-])=O.[K+].[K+].O, predict the reaction product. The product is: [NH2:1][C:2]1[CH:7]=[C:6]([C:16]2[CH:17]=[CH:18][C:19]3[N:20]=[C:21]([C:24]4[CH:29]=[CH:28][CH:27]=[CH:26][CH:25]=4)[O:22][C:23]=3[C:15]=2[F:14])[N:5]=[C:4]([C:9]([O:11][CH3:12])=[O:10])[C:3]=1[Cl:13].